This data is from Full USPTO retrosynthesis dataset with 1.9M reactions from patents (1976-2016). The task is: Predict the reactants needed to synthesize the given product. Given the product [Cl:1][C:5]1[C:4]([CH2:2][CH3:3])=[CH:10][C:9]([CH3:11])=[CH:8][C:7]=1[CH2:12][CH3:13], predict the reactants needed to synthesize it. The reactants are: [ClH:1].[CH2:2]([C:4]1[CH:10]=[C:9]([CH3:11])[CH:8]=[C:7]([CH2:12][CH3:13])[C:5]=1N)[CH3:3].N(OCCC(C)C)=O.